From a dataset of hERG potassium channel inhibition data for cardiac toxicity prediction from Karim et al.. Regression/Classification. Given a drug SMILES string, predict its toxicity properties. Task type varies by dataset: regression for continuous values (e.g., LD50, hERG inhibition percentage) or binary classification for toxic/non-toxic outcomes (e.g., AMES mutagenicity, cardiotoxicity, hepatotoxicity). Dataset: herg_karim. The molecule is Cc1c(CN2CCN(S(C)(=O)=O)CC2)sc2c(N3CCOCC3)nc(-c3cnc(N)nc3)nc12. The result is 0 (non-blocker).